This data is from Full USPTO retrosynthesis dataset with 1.9M reactions from patents (1976-2016). The task is: Predict the reactants needed to synthesize the given product. (1) Given the product [CH3:25][O:24][C:22](=[O:23])[C:21]1[CH:26]=[CH:27][C:28]([CH3:29])=[C:19]([NH:18][C:7](=[O:8])[CH:6]=[CH:5][C:4]2[CH:10]=[CH:11][C:12]([O:16][CH3:17])=[C:13]([O:14][CH3:15])[C:3]=2[O:2][CH3:1])[CH:20]=1, predict the reactants needed to synthesize it. The reactants are: [CH3:1][O:2][C:3]1[C:13]([O:14][CH3:15])=[C:12]([O:16][CH3:17])[CH:11]=[CH:10][C:4]=1/[CH:5]=[CH:6]/[C:7](Cl)=[O:8].[NH2:18][C:19]1[CH:20]=[C:21]([CH:26]=[CH:27][C:28]=1[CH3:29])[C:22]([O:24][CH3:25])=[O:23]. (2) Given the product [NH2:23][C:20]1[CH:21]=[CH:22][C:15]([N:12]2[CH2:13][CH2:14][N:9]([CH:8]([C:5]3[CH:4]=[CH:3][C:2]([F:1])=[CH:7][CH:6]=3)[C:26]3[CH:27]=[CH:28][C:29]([F:32])=[CH:30][CH:31]=3)[CH2:10][CH2:11]2)=[C:16]([CH:19]=1)[C:17]#[N:18], predict the reactants needed to synthesize it. The reactants are: [F:1][C:2]1[CH:7]=[CH:6][C:5]([CH:8]([C:26]2[CH:31]=[CH:30][C:29]([F:32])=[CH:28][CH:27]=2)[N:9]2[CH2:14][CH2:13][N:12]([C:15]3[CH:22]=[CH:21][C:20]([N+:23]([O-])=O)=[CH:19][C:16]=3[C:17]#[N:18])[CH2:11][CH2:10]2)=[CH:4][CH:3]=1.[Cl-].[NH4+]. (3) Given the product [CH2:1]([O:3][C:4]1[C:13]2[C:8](=[CH:9][CH:10]=[C:11](/[CH:14]=[C:15]3/[C:16](=[O:22])[N:17]=[C:18]([NH:28][CH2:27][CH:26]([OH:25])[C:29]4[CH:34]=[CH:33][CH:32]=[CH:31][CH:30]=4)[S:19]/3)[CH:12]=2)[N:7]=[CH:6][C:5]=1[C:23]#[N:24])[CH3:2], predict the reactants needed to synthesize it. The reactants are: [CH2:1]([O:3][C:4]1[C:13]2[C:8](=[CH:9][CH:10]=[C:11](/[CH:14]=[C:15]3/[C:16](=[O:22])[N:17]=[C:18](SC)[S:19]/3)[CH:12]=2)[N:7]=[CH:6][C:5]=1[C:23]#[N:24])[CH3:2].[OH:25][CH:26]([C:29]1[CH:34]=[CH:33][CH:32]=[CH:31][CH:30]=1)[CH2:27][NH2:28].CCN(C(C)C)C(C)C. (4) Given the product [C:6]([C:5]1[CH:8]=[CH:9][C:2]([NH:1][C:20](=[O:21])[CH:19]([CH:23]([CH3:25])[CH3:24])[CH:16]([CH3:18])[CH3:17])=[CH:3][CH:4]=1)#[N:7], predict the reactants needed to synthesize it. The reactants are: [NH2:1][C:2]1[CH:9]=[CH:8][C:5]([C:6]#[N:7])=[CH:4][CH:3]=1.N1C=CC=CC=1.[CH:16]([CH:19]([CH:23]([CH3:25])[CH3:24])[C:20](Cl)=[O:21])([CH3:18])[CH3:17].